Dataset: Forward reaction prediction with 1.9M reactions from USPTO patents (1976-2016). Task: Predict the product of the given reaction. (1) Given the reactants [Cl:1][C:2]1[CH:39]=[CH:38][C:5]([C:6]([NH:8][C:9]2[CH:37]=[CH:36][C:12]([C:13]([NH:15][CH2:16][CH2:17][CH2:18][CH2:19][N:20]3[CH2:25][CH2:24][CH:23]([C:26]4[CH:31]=[CH:30][C:29]([CH3:32])=[CH:28][C:27]=4[O:33][CH2:34][CH3:35])[CH2:22][CH2:21]3)=[O:14])=[CH:11][CH:10]=2)=[O:7])=[CH:4][CH:3]=1.[CH3:40][S:41]([OH:44])(=[O:43])=[O:42], predict the reaction product. The product is: [S:41]([OH:44])(=[O:43])(=[O:42])[CH3:40].[Cl:1][C:2]1[CH:39]=[CH:38][C:5]([C:6]([NH:8][C:9]2[CH:10]=[CH:11][C:12]([C:13]([NH:15][CH2:16][CH2:17][CH2:18][CH2:19][N:20]3[CH2:25][CH2:24][CH:23]([C:26]4[CH:31]=[CH:30][C:29]([CH3:32])=[CH:28][C:27]=4[O:33][CH2:34][CH3:35])[CH2:22][CH2:21]3)=[O:14])=[CH:36][CH:37]=2)=[O:7])=[CH:4][CH:3]=1. (2) Given the reactants [Cl:1][C:2]1[CH:11]=[CH:10][CH:9]=[C:8]2[C:3]=1[CH:4]=[C:5]([C:15]1[CH:20]=[CH:19][CH:18]=[C:17]([F:21])[CH:16]=1)[C:6]([C@@H:12]([NH2:14])[CH3:13])=[N:7]2.Cl[C:23]1[N:31]=[CH:30][N:29]=[C:28]2[C:24]=1[NH:25][CH:26]=[N:27]2.CCN(C(C)C)C(C)C, predict the reaction product. The product is: [Cl:1][C:2]1[CH:11]=[CH:10][CH:9]=[C:8]2[C:3]=1[CH:4]=[C:5]([C:15]1[CH:20]=[CH:19][CH:18]=[C:17]([F:21])[CH:16]=1)[C:6]([C@@H:12]([NH:14][C:23]1[N:31]=[CH:30][N:29]=[C:28]3[C:24]=1[N:25]=[CH:26][NH:27]3)[CH3:13])=[N:7]2. (3) Given the reactants [F:1][C:2]1[CH:7]=[CH:6][C:5]([N:8]2[C:13](=[O:14])[C:12]([O:15]S(C3C=CC(C)=CC=3)(=O)=O)=[C:11]([C:26]3[CH:31]=[CH:30][C:29]([S:32]([CH3:35])(=[O:34])=[O:33])=[CH:28][CH:27]=3)[CH:10]=[N:9]2)=[CH:4][CH:3]=1.[CH3:36][C:37](=[CH2:41])[CH2:38][CH2:39]O.N, predict the reaction product. The product is: [F:1][C:2]1[CH:3]=[CH:4][C:5]([N:8]2[C:13](=[O:14])[C:12]([O:15][CH2:39][CH2:38][C:37]([CH3:41])=[CH2:36])=[C:11]([C:26]3[CH:27]=[CH:28][C:29]([S:32]([CH3:35])(=[O:34])=[O:33])=[CH:30][CH:31]=3)[CH:10]=[N:9]2)=[CH:6][CH:7]=1.